Dataset: Forward reaction prediction with 1.9M reactions from USPTO patents (1976-2016). Task: Predict the product of the given reaction. (1) Given the reactants [CH:1]1([NH:7][C:8]2[C:13]([C:14]([NH:16][CH:17]=O)=[O:15])=[CH:12][N:11]=[C:10]3[N:19]([CH2:22][O:23][CH2:24][CH2:25][Si:26]([CH3:29])([CH3:28])[CH3:27])[CH:20]=[CH:21][C:9]=23)[CH2:6][CH2:5][CH2:4][CH2:3][CH2:2]1.[Cl-].[NH4+], predict the reaction product. The product is: [CH:1]1([N:7]2[C:8]3[C:9]4[CH:21]=[CH:20][N:19]([CH2:22][O:23][CH2:24][CH2:25][Si:26]([CH3:28])([CH3:27])[CH3:29])[C:10]=4[N:11]=[CH:12][C:13]=3[C:14](=[O:15])[N:16]=[CH:17]2)[CH2:2][CH2:3][CH2:4][CH2:5][CH2:6]1. (2) Given the reactants [CH2:1]1[C:9](=[O:10])[CH2:8][CH:7]2[CH:2]1[CH2:3][C:4]([CH2:6]2)=[O:5].[CH2:11](O)[CH2:12][OH:13].CC1C=CC(S(O)(=O)=O)=CC=1, predict the reaction product. The product is: [CH2:8]1[C@H:7]2[C@H:2]([CH2:3][C:4](=[O:5])[CH2:6]2)[CH2:1][C:9]21[O:13][CH2:12][CH2:11][O:10]2. (3) The product is: [CH:6]1[C:7]2[C:8]3=[C:8]4[C:3](=[CH:2][CH:1]=2)[CH:4]=[CH:5][CH:6]=[C:7]4[CH:1]=[CH:2][C:3]3=[CH:4][CH:5]=1. Given the reactants [CH2:1]=[CH:2][C:3]1[CH:8]=[CH:7][CH:6]=[CH:5][CH:4]=1, predict the reaction product. (4) The product is: [CH2:29]([C:31]1[N:32]=[CH:33][C:34]([CH2:35][NH:2][CH:3]2[CH2:4][CH2:5][N:6]([CH2:9][CH2:10][N:11]3[C:20]4[C:15](=[N:16][CH:17]=[C:18]([O:21][CH3:22])[CH:19]=4)[CH:14]=[CH:13][C:12]3=[O:23])[CH2:7][CH2:8]2)=[CH:37][C:38]=1[F:39])[CH3:30]. Given the reactants Cl.[NH2:2][CH:3]1[CH2:8][CH2:7][N:6]([CH2:9][CH2:10][N:11]2[C:20]3[C:15](=[N:16][CH:17]=[C:18]([O:21][CH3:22])[CH:19]=3)[CH:14]=[CH:13][C:12]2=[O:23])[CH2:5][CH2:4]1.C[O-].[Na+].CO.[CH2:29]([C:31]1[C:38]([F:39])=[CH:37][C:34]([CH:35]=O)=[CH:33][N:32]=1)[CH3:30].C([BH3-])#N.[Na+].C(=O)([O-])O.[Na+], predict the reaction product. (5) Given the reactants [CH3:1][N:2]1[CH2:14][CH2:13][C:5]2[NH:6][C:7]3[CH:8]=[CH:9][CH:10]=[CH:11][C:12]=3[C:4]=2[CH2:3]1.[CH:15]([C:17]1[CH:22]=[CH:21][CH:20]=[CH:19][N:18]=1)=[CH2:16].[Na].FC(F)(F)C([O-])=O, predict the reaction product. The product is: [CH3:1][N:2]1[CH2:14][CH2:13][C:5]2[N:6]([CH2:16][CH2:15][C:17]3[CH:22]=[CH:21][CH:20]=[CH:19][N:18]=3)[C:7]3[CH:8]=[CH:9][CH:10]=[CH:11][C:12]=3[C:4]=2[CH2:3]1. (6) Given the reactants Br[C:2]1[CH:10]=[C:9]2[C:5]([CH2:6][CH2:7][CH:8]2[O:11][C:12]2[CH:17]=[CH:16][CH:15]=[CH:14][C:13]=2[CH2:18][C:19]([O:21]C)=[O:20])=[CH:4][CH:3]=1.[OH:23][CH2:24][C@@H:25]([NH:41]C(=O)OC(C)(C)C)[C:26]1[CH:31]=[CH:30][CH:29]=[C:28](B2OC(C)(C)C(C)(C)O2)[CH:27]=1, predict the reaction product. The product is: [NH2:41][C@@H:25]([C:26]1[CH:27]=[C:28]([C:2]2[CH:10]=[C:9]3[C:5]([CH2:6][CH2:7][CH:8]3[O:11][C:12]3[CH:17]=[CH:16][CH:15]=[CH:14][C:13]=3[CH2:18][C:19]([OH:21])=[O:20])=[CH:4][CH:3]=2)[CH:29]=[CH:30][CH:31]=1)[CH2:24][OH:23].